The task is: Predict the reactants needed to synthesize the given product.. This data is from Full USPTO retrosynthesis dataset with 1.9M reactions from patents (1976-2016). Given the product [O:1]1[CH2:5][CH2:4][CH2:3][C@H:2]1[C:6]1[O:17][C:15](=[O:16])[C:9]2([CH2:10][CH2:11][CH2:12][CH2:13][CH2:14]2)[N:8]=1, predict the reactants needed to synthesize it. The reactants are: [O:1]1[CH2:5][CH2:4][CH2:3][C@H:2]1[C:6]([NH:8][C:9]1([C:15]([OH:17])=[O:16])[CH2:14][CH2:13][CH2:12][CH2:11][CH2:10]1)=O.Cl.C(N=C=NCCCN(C)C)C.